From a dataset of NCI-60 drug combinations with 297,098 pairs across 59 cell lines. Regression. Given two drug SMILES strings and cell line genomic features, predict the synergy score measuring deviation from expected non-interaction effect. (1) Drug 1: CCC1=CC2CC(C3=C(CN(C2)C1)C4=CC=CC=C4N3)(C5=C(C=C6C(=C5)C78CCN9C7C(C=CC9)(C(C(C8N6C)(C(=O)OC)O)OC(=O)C)CC)OC)C(=O)OC.C(C(C(=O)O)O)(C(=O)O)O. Drug 2: CN(C(=O)NC(C=O)C(C(C(CO)O)O)O)N=O. Cell line: BT-549. Synergy scores: CSS=45.9, Synergy_ZIP=-3.53, Synergy_Bliss=-3.86, Synergy_Loewe=-67.1, Synergy_HSA=-2.94. (2) Drug 1: C(CC(=O)O)C(=O)CN.Cl. Drug 2: C1CCC(C(C1)N)N.C(=O)(C(=O)[O-])[O-].[Pt+4]. Cell line: NCI-H522. Synergy scores: CSS=16.6, Synergy_ZIP=-6.22, Synergy_Bliss=-4.43, Synergy_Loewe=-10.7, Synergy_HSA=-2.13. (3) Drug 1: COC1=C(C=C2C(=C1)N=CN=C2NC3=CC(=C(C=C3)F)Cl)OCCCN4CCOCC4. Drug 2: C1=NC2=C(N=C(N=C2N1C3C(C(C(O3)CO)O)O)F)N. Cell line: DU-145. Synergy scores: CSS=32.8, Synergy_ZIP=-4.55, Synergy_Bliss=-1.83, Synergy_Loewe=-4.16, Synergy_HSA=-0.431. (4) Drug 1: CCC1=CC2CC(C3=C(CN(C2)C1)C4=CC=CC=C4N3)(C5=C(C=C6C(=C5)C78CCN9C7C(C=CC9)(C(C(C8N6C)(C(=O)OC)O)OC(=O)C)CC)OC)C(=O)OC.C(C(C(=O)O)O)(C(=O)O)O. Drug 2: CC1=C(C(=CC=C1)Cl)NC(=O)C2=CN=C(S2)NC3=CC(=NC(=N3)C)N4CCN(CC4)CCO. Cell line: NCI-H460. Synergy scores: CSS=36.4, Synergy_ZIP=-2.39, Synergy_Bliss=-0.315, Synergy_Loewe=-0.441, Synergy_HSA=1.47.